Task: Predict the reaction yield, written as a fraction of the theoretical maximum amount of product (1.0 means a 100% yield; for example, 0.34 means a 34% yield).. Dataset: Reaction yield outcomes from USPTO patents with 853,638 reactions (1) The reactants are [Cl:1][C:2]1[CH:3]=[C:4]([CH:9]=[C:10]2[S:14][C:13](=[S:15])[NH:12][C:11]2=[O:16])[CH:5]=[CH:6][C:7]=1[Cl:8].[C:17](Cl)(=[O:24])[C:18]1[CH:23]=[CH:22][CH:21]=[CH:20][CH:19]=1. The catalyst is N1C=CC=CC=1. The product is [Cl:1][C:2]1[CH:3]=[C:4]([CH:9]=[C:10]2[S:14][C:13](=[S:15])[N:12]([C:17](=[O:24])[C:18]3[CH:23]=[CH:22][CH:21]=[CH:20][CH:19]=3)[C:11]2=[O:16])[CH:5]=[CH:6][C:7]=1[Cl:8]. The yield is 0.460. (2) The reactants are [Cl:1][C:2]1[N:3]([C@@H:15]2[O:21][C@H:20]([CH2:22][OH:23])[C@@H:18]([OH:19])[C@H:16]2[OH:17])[C:4]2[C:9]([C:10]=1[CH:11]=O)=[CH:8][C:7]([Cl:13])=[C:6]([Cl:14])[CH:5]=2.[CH3:24][N:25]([NH2:27])[CH3:26].CO.C(Cl)(Cl)Cl. The catalyst is CO.CN(C=O)C. The product is [Cl:1][CH:2]1[C:10](=[C:11]=[N:27][N:25]([CH3:26])[CH3:24])[C:9]2[C:4](=[CH:5][C:6]([Cl:14])=[C:7]([Cl:13])[CH:8]=2)[N:3]1[C@@H:15]1[O:21][C@H:20]([CH2:22][OH:23])[C@@H:18]([OH:19])[C@H:16]1[OH:17]. The yield is 0.780. (3) The reactants are [CH2:1]([N:8]1[C:12]([CH:13]=O)=[C:11]([C:15]2[CH:20]=[CH:19][CH:18]=[CH:17][CH:16]=2)[N:10]=[CH:9]1)[C:2]1[CH:7]=[CH:6][CH:5]=[CH:4][CH:3]=1.[CH3:21][C:22]1[CH:27]=[CH:26][N:25]=[C:24]([NH2:28])[N:23]=1. No catalyst specified. The product is [CH2:1]([N:8]1[C:12](/[CH:13]=[CH:21]/[C:22]2[CH:27]=[CH:26][N:25]=[C:24]([NH2:28])[N:23]=2)=[C:11]([C:15]2[CH:20]=[CH:19][CH:18]=[CH:17][CH:16]=2)[N:10]=[CH:9]1)[C:2]1[CH:7]=[CH:6][CH:5]=[CH:4][CH:3]=1. The yield is 0.120. (4) The reactants are [F:1][C:2]1[CH:7]=[CH:6][C:5]([N:8]2[C:17]3[C:12](=[CH:13][C:14]([O:18][CH:19]4[CH2:24][CH2:23][N:22](C(OC(C)(C)C)=O)[CH2:21][CH2:20]4)=[CH:15][CH:16]=3)[CH2:11][CH2:10][C:9]2=[O:32])=[CH:4][CH:3]=1.[ClH:33]. The catalyst is C(OCC)(=O)C.C(O)C. The product is [ClH:33].[F:1][C:2]1[CH:7]=[CH:6][C:5]([N:8]2[C:17]3[C:12](=[CH:13][C:14]([O:18][CH:19]4[CH2:20][CH2:21][NH:22][CH2:23][CH2:24]4)=[CH:15][CH:16]=3)[CH2:11][CH2:10][C:9]2=[O:32])=[CH:4][CH:3]=1. The yield is 0.990. (5) The reactants are [CH2:1]([C:8]1[C:9](=[O:18])[NH:10][C:11]([S:15][CH2:16][CH3:17])=[N:12][C:13]=1[CH3:14])[C:2]1[CH:7]=[CH:6][CH:5]=[CH:4][CH:3]=1.Br[CH2:20][C:21]1[CH:26]=[CH:25][C:24]([C:27]2[CH:32]=[CH:31][CH:30]=[CH:29][C:28]=2[C:33]2[N:37]=[C:36](C(Cl)(Cl)Cl)[O:35][N:34]=2)=[CH:23][CH:22]=1.C(=O)([O-])[O-:43].[Cs+].[Cs+]. The catalyst is CN(C)C=O.C(OCC)(=O)C. The product is [CH2:1]([C:8]1[C:9](=[O:18])[N:10]([CH2:20][C:21]2[CH:26]=[CH:25][C:24]([C:27]3[CH:32]=[CH:31][CH:30]=[CH:29][C:28]=3[C:33]3[NH:37][C:36](=[O:43])[O:35][N:34]=3)=[CH:23][CH:22]=2)[C:11]([S:15][CH2:16][CH3:17])=[N:12][C:13]=1[CH3:14])[C:2]1[CH:3]=[CH:4][CH:5]=[CH:6][CH:7]=1. The yield is 0.0600. (6) The yield is 0.600. The catalyst is CC#N.O.Cl[Pd]Cl. The product is [C:1]([O:4][CH2:5][C:6]1[C:11]([N:12]2[CH2:24][CH2:23][N:15]3[C:16]4[CH2:17][CH2:18][CH2:19][CH2:20][C:21]=4[CH:22]=[C:14]3[C:13]2=[O:25])=[CH:10][C:9]([F:26])=[CH:8][C:7]=1[C:42]1[CH:43]=[C:44]([NH:50][C:51]2[CH:62]=[C:54]3[CH2:55][N:56]([CH:59]4[CH2:61][CH2:60]4)[CH2:57][CH2:58][N:53]3[N:52]=2)[C:45](=[O:49])[N:46]([CH3:48])[CH:47]=1)(=[O:3])[CH3:2]. The reactants are [C:1]([O:4][CH2:5][C:6]1[C:11]([N:12]2[CH2:24][CH2:23][N:15]3[C:16]4[CH2:17][CH2:18][CH2:19][CH2:20][C:21]=4[CH:22]=[C:14]3[C:13]2=[O:25])=[CH:10][C:9]([F:26])=[CH:8][C:7]=1N1CCN2C3CCCCC=3C=C2C1=O)(=[O:3])[CH3:2].Br[C:42]1[CH:43]=[C:44]([NH:50][C:51]2[CH:62]=[C:54]3[CH2:55][N:56]([CH:59]4[CH2:61][CH2:60]4)[CH2:57][CH2:58][N:53]3[N:52]=2)[C:45](=[O:49])[N:46]([CH3:48])[CH:47]=1.[O-]P([O-])([O-])=O.[K+].[K+].[K+].CC([O-])=O.[Na+].